Dataset: Catalyst prediction with 721,799 reactions and 888 catalyst types from USPTO. Task: Predict which catalyst facilitates the given reaction. (1) Reactant: C(OC(=O)[NH:7][C:8]([C:11](=[O:44])[NH:12][C@H:13]([CH2:34][O:35][CH2:36][C:37]1[CH:42]=[CH:41][C:40]([F:43])=[CH:39][CH:38]=1)[C:14]([N:16]1[CH2:33][CH2:32][CH2:31][C:18]2([C:22](=[O:23])[N:21]([CH3:24])[CH2:20][CH:19]2[C:25]2[CH:30]=[CH:29][CH:28]=[CH:27][CH:26]=2)[CH2:17]1)=[O:15])([CH3:10])[CH3:9])(C)(C)C.C(O)(C(F)(F)F)=O. Product: [NH2:7][C:8]([CH3:10])([CH3:9])[C:11]([NH:12][C@H:13]([CH2:34][O:35][CH2:36][C:37]1[CH:38]=[CH:39][C:40]([F:43])=[CH:41][CH:42]=1)[C:14]([N:16]1[CH2:33][CH2:32][CH2:31][C:18]2([C:22](=[O:23])[N:21]([CH3:24])[CH2:20][CH:19]2[C:25]2[CH:30]=[CH:29][CH:28]=[CH:27][CH:26]=2)[CH2:17]1)=[O:15])=[O:44]. The catalyst class is: 2. (2) Reactant: Br[CH2:2][C:3]([CH2:26][CH3:27])=[CH:4][CH2:5][C:6]1[C:14]([O:15]CC[Si](C)(C)C)=[C:13]2[C:9]([CH2:10][O:11][C:12]2=[O:22])=[C:8]([CH3:23])[C:7]=1[CH2:24][CH3:25].C[Si](Br)(C)C.C[O:34][P:35]([O:38]C)[O:36]C. Product: [CH2:26]([C:3](=[CH:4][CH2:5][C:6]1[C:14]([OH:15])=[C:13]2[C:9](=[C:8]([CH3:23])[C:7]=1[CH2:24][CH3:25])[CH2:10][O:11][C:12]2=[O:22])[CH2:2][P:35](=[O:34])([OH:38])[OH:36])[CH3:27]. The catalyst class is: 23. (3) Reactant: [CH3:1][N:2]([CH3:12])[C:3]1[CH:4]=[C:5]([CH:9]=[CH:10][CH:11]=1)C(O)=O.C([N:15]([CH2:18]C)CC)C.C1(P(N=[N+]=[N-])(C2C=CC=CC=2)=[O:27])C=CC=CC=1.[C:37]1([C:43]2[N:47]=[C:46]([N:48]3[CH2:53][CH2:52][NH:51][CH2:50][CH2:49]3)[S:45][N:44]=2)[CH:42]=[CH:41][CH:40]=[CH:39][CH:38]=1. Product: [CH3:12][N:2]([CH3:1])[C:3]1[CH:4]=[C:5]([NH:15][C:18]([N:51]2[CH2:52][CH2:53][N:48]([C:46]3[S:45][N:44]=[C:43]([C:37]4[CH:38]=[CH:39][CH:40]=[CH:41][CH:42]=4)[N:47]=3)[CH2:49][CH2:50]2)=[O:27])[CH:9]=[CH:10][CH:11]=1. The catalyst class is: 93. (4) Reactant: [Br:1][C:2]1[N:3]=[C:4]([C:16]2[CH:21]=[CH:20][CH:19]=[CH:18][C:17]=2[Cl:22])[N:5]([CH2:8][O:9][CH2:10][CH2:11][Si:12]([CH3:15])([CH3:14])[CH3:13])[C:6]=1Br.C([Li])CCC.O.[Cl-].[NH4+]. Product: [Br:1][C:2]1[N:3]=[C:4]([C:16]2[CH:21]=[CH:20][CH:19]=[CH:18][C:17]=2[Cl:22])[N:5]([CH2:8][O:9][CH2:10][CH2:11][Si:12]([CH3:15])([CH3:14])[CH3:13])[CH:6]=1. The catalyst class is: 1. (5) Reactant: [N:1]([CH2:4][CH2:5][N:6]1[C:10]2[CH:11]=[CH:12][C:13]([C:15]([N:17]3[CH:22]4[CH2:23][CH2:24][CH:18]3[CH2:19][CH:20]([OH:25])[CH2:21]4)=[O:16])=[CH:14][C:9]=2[N:8]=[CH:7]1)=[N+]=[N-]. Product: [NH2:1][CH2:4][CH2:5][N:6]1[C:10]2[CH:11]=[CH:12][C:13]([C:15]([N:17]3[CH:18]4[CH2:24][CH2:23][CH:22]3[CH2:21][CH:20]([OH:25])[CH2:19]4)=[O:16])=[CH:14][C:9]=2[N:8]=[CH:7]1. The catalyst class is: 19.